From a dataset of Catalyst prediction with 721,799 reactions and 888 catalyst types from USPTO. Predict which catalyst facilitates the given reaction. Reactant: [C:1]([NH:5][S:6]([C:9]1[CH:18]=[CH:17][CH:16]=[C:15]([N+:19]([O-])=O)[C:10]=1[C:11]([O:13][CH3:14])=[O:12])(=[O:8])=[O:7])([CH3:4])([CH3:3])[CH3:2]. Product: [NH2:19][C:15]1[CH:16]=[CH:17][CH:18]=[C:9]([S:6]([NH:5][C:1]([CH3:4])([CH3:3])[CH3:2])(=[O:8])=[O:7])[C:10]=1[C:11]([O:13][CH3:14])=[O:12]. The catalyst class is: 45.